This data is from Full USPTO retrosynthesis dataset with 1.9M reactions from patents (1976-2016). The task is: Predict the reactants needed to synthesize the given product. (1) Given the product [CH:21]1([CH:20]([NH:19][N:16]2[C:17](=[O:18])[C:12]([C:4]3[NH:5][C:6]4[CH:11]=[CH:10][CH:9]=[CH:8][C:7]=4[S:2](=[O:1])(=[O:28])[N:3]=3)=[C:13]([OH:27])[C:14]3[S:26][CH:25]=[CH:24][C:15]2=3)[CH3:29])[CH2:22][CH2:23]1, predict the reactants needed to synthesize it. The reactants are: [O:1]=[S:2]1(=[O:28])[C:7]2[CH:8]=[CH:9][CH:10]=[CH:11][C:6]=2[NH:5][C:4]([C:12]2[C:17](=[O:18])[N:16]([N:19]=[CH:20][CH:21]([CH3:23])[CH3:22])[C:15]3[CH:24]=[CH:25][S:26][C:14]=3[C:13]=2[OH:27])=[N:3]1.[CH3:29]O.[BH4-].[Li+].Cl. (2) Given the product [Si:49]([O:48][CH2:47][CH2:46][O:45][C:39]1[C:38]([F:56])=[C:37]([CH:23]([NH:24][C:25]2[CH:26]=[CH:27][C:28]([C:31]3[N:35]=[C:34]([CH3:36])[O:33][N:32]=3)=[CH:29][CH:30]=2)[C:22]2[NH:21][C:20](=[O:19])[N:2]([C:4]3[C:5](=[O:10])[NH:6][CH:7]=[CH:8][N:9]=3)[N:3]=2)[CH:42]=[C:41]([O:43][CH3:44])[CH:40]=1)([C:52]([CH3:55])([CH3:54])[CH3:53])([CH3:51])[CH3:50], predict the reactants needed to synthesize it. The reactants are: Cl.[NH:2]([C:4]1[C:5](=[O:10])[NH:6][CH:7]=[CH:8][N:9]=1)[NH2:3].C(N(CC)CC)C.C[O:19][C:20](=O)[N:21]=[C:22](SC)[C:23]([C:37]1[CH:42]=[C:41]([O:43][CH3:44])[CH:40]=[C:39]([O:45][CH2:46][CH2:47][O:48][Si:49]([C:52]([CH3:55])([CH3:54])[CH3:53])([CH3:51])[CH3:50])[C:38]=1[F:56])=[N:24][C:25]1[CH:30]=[CH:29][C:28]([C:31]2[N:35]=[C:34]([CH3:36])[O:33][N:32]=2)=[CH:27][CH:26]=1. (3) Given the product [CH3:23][O:21][CH2:20][C:19]#[C:18][C:14]1[CH:13]=[C:12]2[C:17](=[CH:16][CH:15]=1)[N:9]([CH:4]1[CH2:5][CH2:6][CH2:7][CH2:8][O:3]1)[N:10]=[CH:11]2, predict the reactants needed to synthesize it. The reactants are: [H-].[Na+].[O:3]1[CH2:8][CH2:7][CH2:6][CH2:5][CH:4]1[N:9]1[C:17]2[C:12](=[CH:13][C:14]([C:18]#[C:19][CH2:20][OH:21])=[CH:15][CH:16]=2)[CH:11]=[N:10]1.I[CH3:23].